Dataset: Full USPTO retrosynthesis dataset with 1.9M reactions from patents (1976-2016). Task: Predict the reactants needed to synthesize the given product. (1) Given the product [CH3:15][N:6]1[C:5]2[CH:16]=[CH:17][C:2]([N:1]3[CH:21]=[C:22]([C:23]([O:25][CH2:26][CH3:27])=[O:24])[C:28](=[O:35])[NH:29][C:30]3=[O:31])=[CH:3][C:4]=2[N:8]([CH2:9][C:10]([F:13])([F:12])[F:11])[C:7]1=[O:14], predict the reactants needed to synthesize it. The reactants are: [NH2:1][C:2]1[CH:17]=[CH:16][C:5]2[N:6]([CH3:15])[C:7](=[O:14])[N:8]([CH2:9][C:10]([F:13])([F:12])[F:11])[C:4]=2[CH:3]=1.C(O[CH:21]=[C:22]([C:28](=[O:35])[NH:29][C:30](OCC)=[O:31])[C:23]([O:25][CH2:26][CH3:27])=[O:24])C.CC(C)([O-])C.[K+].Cl. (2) Given the product [O:13]=[C:12]1[N:7]([C:5]2[CH:25]=[CH:24][CH:23]=[CH:22][CH:21]=2)[CH:8]=[C:9]([C:14]([Cl:19])=[O:16])[CH:10]=[CH:11]1, predict the reactants needed to synthesize it. The reactants are: CC1S[C:5]([N:7]2[C:12](=[O:13])[CH:11]=[CH:10][C:9]([C:14]([OH:16])=O)=[CH:8]2)=NC=1.S(Cl)([Cl:19])=O.[C:21]1(C)C=[CH:25][CH:24]=[CH:23][CH:22]=1. (3) Given the product [C:1]([C:4]1[CH:5]=[CH:6][C:7]2[O:13][C:19]([CH3:20])([CH3:28])[O:10][C:9](=[O:11])[C:8]=2[CH:12]=1)(=[O:3])[CH3:2], predict the reactants needed to synthesize it. The reactants are: [C:1]([C:4]1[CH:5]=[CH:6][C:7]([OH:13])=[C:8]([CH:12]=1)[C:9]([OH:11])=[O:10])(=[O:3])[CH3:2].FC(F)(F)C(O[C:19](=O)[C:20](F)(F)F)=O.F[C:28](F)(F)C(O)=O. (4) Given the product [N+:1]([C:4]1[CH:13]=[CH:12][C:7]2[N:8]([CH2:17][C:18]3[CH:28]=[CH:27][CH:26]=[CH:25][C:19]=3[C:20]([O:22][CH2:23][CH3:24])=[O:21])[CH2:9][CH2:10][O:11][C:6]=2[CH:5]=1)([O-:3])=[O:2], predict the reactants needed to synthesize it. The reactants are: [N+:1]([C:4]1[CH:13]=[CH:12][C:7]2[NH:8][CH2:9][CH2:10][O:11][C:6]=2[CH:5]=1)([O-:3])=[O:2].[H-].[Na+].Cl[CH2:17][C:18]1[CH:28]=[CH:27][CH:26]=[CH:25][C:19]=1[C:20]([O:22][CH2:23][CH3:24])=[O:21].